From a dataset of Reaction yield outcomes from USPTO patents with 853,638 reactions. Predict the reaction yield, written as a fraction of the theoretical maximum amount of product (1.0 means a 100% yield; for example, 0.34 means a 34% yield). (1) The reactants are [C:1]([O:5][C:6]([N:8]1[CH2:13][CH:12]=[C:11]([C:14]2[CH:19]=[CH:18][N:17]3[C:20]([CH2:23][CH:24]4[CH2:26][CH2:25]4)=[N:21][N:22]=[C:16]3[C:15]=2[CH3:27])[CH2:10][CH2:9]1)=[O:7])([CH3:4])([CH3:3])[CH3:2]. The catalyst is CCO.[Pd]. The product is [C:1]([O:5][C:6]([N:8]1[CH2:9][CH2:10][CH:11]([C:14]2[CH:19]=[CH:18][N:17]3[C:20]([CH2:23][CH:24]4[CH2:25][CH2:26]4)=[N:21][N:22]=[C:16]3[C:15]=2[CH3:27])[CH2:12][CH2:13]1)=[O:7])([CH3:4])([CH3:3])[CH3:2]. The yield is 0.350. (2) The reactants are [F:1][CH:2]([F:15])[CH2:3][O:4][C:5]1[CH:10]=[CH:9][C:8]([C:11](=O)[CH3:12])=[C:7]([CH3:14])[CH:6]=1.[CH3:16][C:17]([S@:20]([NH2:22])=[O:21])([CH3:19])[CH3:18]. No catalyst specified. The product is [F:1][CH:2]([F:15])[CH2:3][O:4][C:5]1[CH:10]=[CH:9][C:8]([CH:11]([NH:22][S@@:20]([C:17]([CH3:19])([CH3:18])[CH3:16])=[O:21])[CH3:12])=[C:7]([CH3:14])[CH:6]=1. The yield is 0.420. (3) The reactants are C([N:8]1[CH2:12][C@@H:11]([CH2:13][C:14]2[CH:19]=[CH:18][CH:17]=[CH:16][CH:15]=2)[C@@H:10]([CH2:20][N:21]([CH:38]([CH3:40])[CH3:39])[C:22](=[O:37])[C:23]2[CH:28]=[CH:27][C:26]([O:29][CH3:30])=[C:25]([O:31][CH2:32][CH2:33][CH2:34][O:35][CH3:36])[CH:24]=2)[CH2:9]1)C1C=CC=CC=1. The catalyst is CO.[OH-].[OH-].[Pd+2]. The product is [NH4+:8].[OH-:29].[CH2:13]([C@@H:11]1[CH2:12][NH:8][CH2:9][C@@H:10]1[CH2:20][N:21]([CH:38]([CH3:40])[CH3:39])[C:22](=[O:37])[C:23]1[CH:28]=[CH:27][C:26]([O:29][CH3:30])=[C:25]([O:31][CH2:32][CH2:33][CH2:34][O:35][CH3:36])[CH:24]=1)[C:14]1[CH:19]=[CH:18][CH:17]=[CH:16][CH:15]=1. The yield is 0.0100. (4) The reactants are [C:1]1([C:7](=O)[CH2:8][C:9](=O)[C:10]([F:13])([F:12])[F:11])[CH:6]=[CH:5][CH:4]=[CH:3][CH:2]=1.C(C1C=CC=CC=1)(=O)C.[NH2:25][C:26]1[N:27]=[CH:28][NH:29][C:30]=1[C:31]#[N:32]. The product is [C:1]1([C:7]2[CH:8]=[C:9]([C:10]([F:13])([F:12])[F:11])[N:27]3[CH:28]=[N:29][C:30]([C:31]#[N:32])=[C:26]3[N:25]=2)[CH:6]=[CH:5][CH:4]=[CH:3][CH:2]=1. The yield is 0.370. No catalyst specified. (5) The reactants are [F:1][C:2]([F:7])([F:6])[C:3]([OH:5])=[O:4].[F:8][C:9]([F:14])([F:13])[C:10]([OH:12])=[O:11].FC(F)(F)C(O)=O.[Cl:22][C:23]1[CH:24]=[N:25][C:26]2[NH:27][C:28]3[CH:29]=[N:30][CH:31]=[C:32]([CH:54]=3)[CH2:33][CH2:34][C:35]3[CH:43]=[C:39]([NH:40][C:41]=1[N:42]=2)[CH:38]=[CH:37][C:36]=3[NH:44][C:45](=[O:53])[CH2:46][CH:47]1[CH2:52][CH2:51][NH:50][CH2:49][CH2:48]1.[N:55]([C:58]1[CH:63]=[CH:62][CH:61]=[C:60]([CH3:64])[CH:59]=1)=[C:56]=[O:57]. No catalyst specified. The product is [F:1][C:2]([F:7])([F:6])[C:3]([OH:5])=[O:4].[F:8][C:9]([F:14])([F:13])[C:10]([OH:12])=[O:11].[Cl:22][C:23]1[CH:24]=[N:25][C:26]2[NH:27][C:28]3[CH:29]=[N:30][CH:31]=[C:32]([CH:54]=3)[CH2:33][CH2:34][C:35]3[CH:43]=[C:39]([NH:40][C:41]=1[N:42]=2)[CH:38]=[CH:37][C:36]=3[NH:44][C:45](=[O:53])[CH2:46][CH:47]1[CH2:52][CH2:51][N:50]([C:56]([NH:55][C:58]2[CH:63]=[CH:62][CH:61]=[C:60]([CH3:64])[CH:59]=2)=[O:57])[CH2:49][CH2:48]1. The yield is 0.270. (6) The reactants are [CH2:1]([O:8][N:9]1[C:15](=[O:16])[N:14]2[CH2:17][C@H:10]1[CH2:11][CH2:12][C@H:13]2[C:18]([OH:20])=O)[C:2]1[CH:7]=[CH:6][CH:5]=[CH:4][CH:3]=1.[NH2:21][O:22][CH2:23][CH2:24][NH:25][C:26]([NH:28][C:29](=[O:35])[O:30][C:31]([CH3:34])([CH3:33])[CH3:32])=[O:27].ON1C2C=CC=CC=2N=N1.Cl.C(N=C=NCCCN(C)C)C. The catalyst is C(Cl)Cl. The product is [CH2:1]([O:8][N:9]1[C:15](=[O:16])[N:14]2[CH2:17][C@H:10]1[CH2:11][CH2:12][C@H:13]2[C:18]([NH:21][O:22][CH2:23][CH2:24][NH:25][C:26]([NH:28][C:29](=[O:35])[O:30][C:31]([CH3:33])([CH3:32])[CH3:34])=[O:27])=[O:20])[C:2]1[CH:3]=[CH:4][CH:5]=[CH:6][CH:7]=1. The yield is 0.850. (7) The reactants are Br[CH2:2][C:3]([C:5]1[CH:10]=[CH:9][C:8]([O:11][CH3:12])=[C:7](OC)[CH:6]=1)=O.[CH:15]1([C:18]([NH2:20])=[NH:19])[CH2:17][CH2:16]1.[OH-].[Na+].[CH2:23]([OH:25])C. No catalyst specified. The product is [CH:15]1([C:18]2[NH:19][CH:2]=[C:3]([C:5]3[CH:6]=[CH:7][C:8]([O:11][CH3:12])=[CH:9][C:10]=3[O:25][CH3:23])[N:20]=2)[CH2:17][CH2:16]1. The yield is 0.530. (8) The reactants are [CH3:1][C:2]1([CH3:19])[CH2:9][C:8]2[N:4]([C:5]3[CH2:17][CH2:16][NH:15][C:14](=[O:18])[C:6]=3[C:7]=2[C:10]([O:12]C)=[O:11])[CH2:3]1.[Li+].[OH-].Cl. The catalyst is C1COCC1.O. The product is [CH3:1][C:2]1([CH3:19])[CH2:9][C:8]2[N:4]([C:5]3[CH2:17][CH2:16][NH:15][C:14](=[O:18])[C:6]=3[C:7]=2[C:10]([OH:12])=[O:11])[CH2:3]1. The yield is 0.910. (9) The reactants are [Cl:1][C:2]1[C:3]([O:19][CH3:20])=[C:4]([N:8]2[C:12]([C:13]#[N:14])=[CH:11][C:10]([C:15]([F:18])([F:17])[F:16])=[N:9]2)[CH:5]=[CH:6][CH:7]=1.CCOCC.Cl.C(Cl)(Cl)Cl.CO. The catalyst is C1COCC1. The product is [ClH:1].[Cl:1][C:2]1[C:3]([O:19][CH3:20])=[C:4]([N:8]2[C:12]([CH2:13][NH2:14])=[CH:11][C:10]([C:15]([F:17])([F:18])[F:16])=[N:9]2)[CH:5]=[CH:6][CH:7]=1. The yield is 0.0600.